Dataset: Full USPTO retrosynthesis dataset with 1.9M reactions from patents (1976-2016). Task: Predict the reactants needed to synthesize the given product. (1) Given the product [CH:24]1[C:23]2[CH2:22][CH2:21][C:35]3[CH:34]=[CH:33][CH:32]=[CH:31][C:30]=3[CH:29]([CH:4]3[C:5](=[O:8])[CH2:6][CH2:7][N:2]([CH3:1])[CH2:3]3)[C:28]=2[CH:27]=[CH:26][CH:25]=1, predict the reactants needed to synthesize it. The reactants are: [CH3:1][N:2]1[CH2:7][CH2:6][C:5](=[O:8])[CH2:4][CH2:3]1.[Si](OS(C(F)(F)F)(=O)=O)(C)(C)C.[CH2:21]1[C:35]2[C:30](=[CH:31][CH:32]=[CH:33][CH:34]=2)[CH:29](O)[C:28]2[C:23](=[CH:24][CH:25]=[CH:26][CH:27]=2)[CH2:22]1.C(=O)(O)[O-].[Na+]. (2) Given the product [CH2:19]([C:6]1([C:12]2[CH:17]=[CH:16][CH:15]=[C:14]([Cl:18])[CH:13]=2)[C:5]2[C:9](=[CH:10][C:2]([Cl:1])=[CH:3][CH:4]=2)[NH:8][C:7]1=[O:11])[C:20]1[CH:25]=[CH:24][CH:23]=[CH:22][CH:21]=1, predict the reactants needed to synthesize it. The reactants are: [Cl:1][C:2]1[CH:10]=[C:9]2[C:5]([CH:6]([C:12]3[CH:17]=[CH:16][CH:15]=[C:14]([Cl:18])[CH:13]=3)[C:7](=[O:11])[NH:8]2)=[CH:4][CH:3]=1.[CH2:19](Br)[C:20]1[CH:25]=[CH:24][CH:23]=[CH:22][CH:21]=1.[I-].[K+].C(=O)([O-])[O-].[K+].[K+].